Predict the reactants needed to synthesize the given product. From a dataset of Full USPTO retrosynthesis dataset with 1.9M reactions from patents (1976-2016). (1) The reactants are: [C:1]([OH:10])(=[O:9])[CH2:2][CH2:3][CH2:4][CH2:5][C:6]([OH:8])=[O:7].[C:11]1([CH2:19][NH2:20])[CH:16]=[CH:15][CH:14]=[C:13]([CH2:17][NH2:18])[CH:12]=1. Given the product [C:11]1([CH2:19][NH2:20])[CH:16]=[CH:15][CH:14]=[C:13]([CH2:17][NH2:18])[CH:12]=1.[C:1]([OH:10])(=[O:9])[CH2:2][CH2:3][CH2:4][CH2:5][C:6]([OH:8])=[O:7], predict the reactants needed to synthesize it. (2) Given the product [NH2:32][C:20]1[CH:21]=[C:22]([C:25]2[CH:26]=[CH:27][C:28]([F:31])=[CH:29][CH:30]=2)[CH:23]=[CH:24][C:19]=1[O:18][CH2:17][CH2:16][C:14]1[N:15]=[C:11]([S:10][C:7]([CH3:8])([CH3:9])[C:6]([OH:33])=[O:5])[S:12][CH:13]=1, predict the reactants needed to synthesize it. The reactants are: C([O:5][C:6](=[O:33])[C:7]([S:10][C:11]1[S:12][CH:13]=[C:14]([CH2:16][CH2:17][O:18][C:19]2[CH:24]=[CH:23][C:22]([C:25]3[CH:30]=[CH:29][C:28]([F:31])=[CH:27][CH:26]=3)=[CH:21][C:20]=2[NH2:32])[N:15]=1)([CH3:9])[CH3:8])(C)(C)C.FC(F)(F)C(O)=O. (3) Given the product [CH2:9]([O:8][C:6](=[O:7])[C:5]1[CH:11]=[CH:12][C:2]([O:1][CH2:26][CH2:25][CH2:24][NH:23][C:16]([O:18][C:19]([CH3:20])([CH3:22])[CH3:21])=[O:17])=[C:3]([N+:13]([O-:15])=[O:14])[CH:4]=1)[CH3:10], predict the reactants needed to synthesize it. The reactants are: [OH:1][C:2]1[CH:12]=[CH:11][C:5]([C:6]([O:8][CH2:9][CH3:10])=[O:7])=[CH:4][C:3]=1[N+:13]([O-:15])=[O:14].[C:16]([NH:23][CH2:24][CH2:25][CH2:26]Br)([O:18][C:19]([CH3:22])([CH3:21])[CH3:20])=[O:17].C(=O)([O-])[O-].[K+].[K+].CN(C=O)C. (4) Given the product [CH2:15]([O:22][C:23]1[CH:28]=[CH:27][N:26]([CH2:2][CH2:3][C:4]([CH3:14])([S:10]([CH3:13])(=[O:12])=[O:11])[C:5]([O:7][CH2:8][CH3:9])=[O:6])[C:25](=[O:29])[CH:24]=1)[C:16]1[CH:17]=[CH:18][CH:19]=[CH:20][CH:21]=1, predict the reactants needed to synthesize it. The reactants are: Br[CH2:2][CH2:3][C:4]([CH3:14])([S:10]([CH3:13])(=[O:12])=[O:11])[C:5]([O:7][CH2:8][CH3:9])=[O:6].[CH2:15]([O:22][C:23]1[CH:28]=[CH:27][N:26]=[C:25]([OH:29])[CH:24]=1)[C:16]1[CH:21]=[CH:20][CH:19]=[CH:18][CH:17]=1.C(=O)([O-])[O-].[Cs+].[Cs+].